From a dataset of Aqueous solubility values for 9,982 compounds from the AqSolDB database. Regression/Classification. Given a drug SMILES string, predict its absorption, distribution, metabolism, or excretion properties. Task type varies by dataset: regression for continuous measurements (e.g., permeability, clearance, half-life) or binary classification for categorical outcomes (e.g., BBB penetration, CYP inhibition). For this dataset (solubility_aqsoldb), we predict Y. (1) The Y is 0.422 log mol/L. The drug is CC(=O)CC(=O)Nc1ccc(S(=O)(=O)[O-])cc1.[K+]. (2) The molecule is CCCCCCCCCCCCCCCCCC(=O)O. The Y is -4.98 log mol/L. (3) The molecule is C=CC(O)CCC. The Y is -0.599 log mol/L. (4) The molecule is CN(C)C(=O)Nc1cccc(C(F)(F)F)c1. The Y is -3.44 log mol/L. (5) The drug is CCCCCCCCCCCCC(CCCCCCCCCC)C(=O)O. The Y is -5.87 log mol/L. (6) The compound is CCOc1ccc(NC(N)=O)cc1. The Y is -2.17 log mol/L. (7) The drug is Cc1ccccc1C(C)C. The Y is -3.76 log mol/L. (8) The molecule is COC(=O)Oc1ccc(NC(C)=O)cc1. The Y is -1.69 log mol/L.